This data is from Full USPTO retrosynthesis dataset with 1.9M reactions from patents (1976-2016). The task is: Predict the reactants needed to synthesize the given product. (1) Given the product [CH2:18]([O:17][C:15]([N:12]=[S:10]([CH3:13])([C:7]1[CH:6]=[CH:5][C:4]([N+:1]([O-:3])=[O:2])=[CH:9][CH:8]=1)=[O:11])=[O:16])[CH3:19], predict the reactants needed to synthesize it. The reactants are: [N+:1]([C:4]1[CH:9]=[CH:8][C:7]([S:10]([CH3:13])(=[NH:12])=[O:11])=[CH:6][CH:5]=1)([O-:3])=[O:2].Cl[C:15]([O:17][CH2:18][CH3:19])=[O:16].[Na+].[Cl-]. (2) Given the product [NH:22]1[CH2:23][CH2:24][CH2:25][C@H:20]([NH:19][C:17]([C:6]2[S:7][C:8]([C:10]3[CH:15]=[CH:14][CH:13]=[C:12]([F:16])[CH:11]=3)=[CH:9][C:5]=2[NH:4][C:2]([NH2:1])=[O:3])=[O:18])[CH2:21]1, predict the reactants needed to synthesize it. The reactants are: [NH2:1][C:2]([NH:4][C:5]1[CH:9]=[C:8]([C:10]2[CH:15]=[CH:14][CH:13]=[C:12]([F:16])[CH:11]=2)[S:7][C:6]=1[C:17]([NH:19][C@H:20]1[CH2:25][CH2:24][CH2:23][N:22](C(OC(C)(C)C)=O)[CH2:21]1)=[O:18])=[O:3].Cl.O1CCOCC1.